This data is from Acute oral toxicity (LD50) regression data from Zhu et al.. The task is: Regression/Classification. Given a drug SMILES string, predict its toxicity properties. Task type varies by dataset: regression for continuous values (e.g., LD50, hERG inhibition percentage) or binary classification for toxic/non-toxic outcomes (e.g., AMES mutagenicity, cardiotoxicity, hepatotoxicity). Dataset: ld50_zhu. (1) The compound is CCCCCCCCC=CCCCCCCCC(=O)N(CCO)CCO. The rat oral LD50 is 1.47, given as -log10 of the dose in mol/kg body weight (higher means more acutely toxic). (2) The molecule is Cc1ccc(N=C=O)cc1. The rat oral LD50 is 1.92, given as -log10 of the dose in mol/kg body weight (higher means more acutely toxic). (3) The compound is CC1(C)SCN(C(=O)C2(Oc3ccc(Cl)cc3)CCCCC2)C1C(=O)O. The rat oral LD50 is 1.96, given as -log10 of the dose in mol/kg body weight (higher means more acutely toxic). (4) The molecule is CC(C)COP(C)(=O)SCCN(C)C. The rat oral LD50 is 5.40, given as -log10 of the dose in mol/kg body weight (higher means more acutely toxic). (5) The molecule is CCOP(=O)(OCC)Oc1ccc(N)cc1. The rat oral LD50 is 2.39, given as -log10 of the dose in mol/kg body weight (higher means more acutely toxic).